From a dataset of Reaction yield outcomes from USPTO patents with 853,638 reactions. Predict the reaction yield, written as a fraction of the theoretical maximum amount of product (1.0 means a 100% yield; for example, 0.34 means a 34% yield). (1) The reactants are [CH3:1][O:2][C:3]([C@@:5]1([CH2:21][C:22]2[CH:27]=[CH:26][CH:25]=[C:24]([Cl:28])[CH:23]=2)[CH2:9][O:8][C@@H](C(C)(C)C)[N:6]1C(OC(C)(C)C)=O)=[O:4].Cl. The catalyst is CO. The product is [CH3:1][O:2][C:3](=[O:4])[C@@:5]([NH2:6])([CH2:21][C:22]1[CH:27]=[CH:26][CH:25]=[C:24]([Cl:28])[CH:23]=1)[CH2:9][OH:8]. The yield is 0.950. (2) The reactants are [CH3:1][O:2][C:3]1[CH:4]=[C:5]([N:9]2[C:13]3[N:14]=[C:15]([CH3:21])[CH:16]=[C:17]([C:18]([OH:20])=O)[C:12]=3[C:11]([CH3:22])=[N:10]2)[CH:6]=[CH:7][CH:8]=1.[CH3:23][C:24]1[C:29]([NH2:30])=[C:28]([CH3:31])[CH:27]=[CH:26][N:25]=1.N1C=CC=CC=1.P(Cl)(Cl)(Cl)=O. The catalyst is CCOC(C)=O.CCCCCCC. The product is [CH3:23][C:24]1[C:29]([NH:30][C:18]([C:17]2[C:12]3[C:11]([CH3:22])=[N:10][N:9]([C:5]4[CH:6]=[CH:7][CH:8]=[C:3]([O:2][CH3:1])[CH:4]=4)[C:13]=3[N:14]=[C:15]([CH3:21])[CH:16]=2)=[O:20])=[C:28]([CH3:31])[CH:27]=[CH:26][N:25]=1. The yield is 0.580. (3) The reactants are [Cl:1][C:2]1[CH:3]=[C:4]([NH:9][C:10]2[C:19]3[C:14](=[CH:15][C:16]([O:22][CH2:23][CH:24]4[O:29][CH2:28][CH2:27][NH:26][CH2:25]4)=[C:17]([O:20][CH3:21])[CH:18]=3)[N:13]=[CH:12][N:11]=2)[CH:5]=[CH:6][C:7]=1[Cl:8].[CH2:30]=O. The product is [Cl:1][C:2]1[CH:3]=[C:4]([NH:9][C:10]2[C:19]3[C:14](=[CH:15][C:16]([O:22][CH2:23][CH:24]4[O:29][CH2:28][CH2:27][N:26]([CH3:30])[CH2:25]4)=[C:17]([O:20][CH3:21])[CH:18]=3)[N:13]=[CH:12][N:11]=2)[CH:5]=[CH:6][C:7]=1[Cl:8]. The catalyst is C(O)=O.O. The yield is 0.910. (4) The yield is 0.910. The reactants are [C:1](OC(=O)C)(=[O:3])C.C(O)=O.[NH2:11][CH2:12][C:13]([NH:15][C:16]1[CH:21]=[CH:20][C:19]([O:22][CH2:23][C:24]2[CH:29]=[CH:28][C:27]([F:30])=[CH:26][CH:25]=2)=[CH:18][C:17]=1[F:31])=[O:14].Cl. The catalyst is C(Cl)Cl.[Na].[H][H]. The product is [F:31][C:17]1[CH:18]=[C:19]([O:22][CH2:23][C:24]2[CH:25]=[CH:26][C:27]([F:30])=[CH:28][CH:29]=2)[CH:20]=[CH:21][C:16]=1[NH:15][C:13](=[O:14])[CH2:12][NH:11][CH:1]=[O:3]. (5) The reactants are [Cl:1][C:2]1[CH:10]=[C:9]2[C:5]([C@@:6]3([C:19]4([CH2:24][CH2:23][C:22]([CH3:26])([CH3:25])[CH2:21][CH2:20]4)[N:18]4[C@@H:13]([C:14](=[O:39])[O:15][C@@H:16]([C:33]5[CH:38]=[CH:37][CH:36]=[CH:35][CH:34]=5)[C@H:17]4[C:27]4[CH:32]=[CH:31][CH:30]=[CH:29][CH:28]=4)[C@@H:12]3[C:40]3[CH:45]=[CH:44][CH:43]=[C:42]([Cl:46])[C:41]=3[F:47])[C:7](=[O:11])[NH:8]2)=[CH:4][CH:3]=1.[NH2:48][CH2:49][CH2:50][C@H:51]([OH:54])[CH2:52][OH:53]. No catalyst specified. The product is [Cl:1][C:2]1[CH:10]=[C:9]2[C:5]([C:6]3([C@@H:12]([C:40]4[CH:45]=[CH:44][CH:43]=[C:42]([Cl:46])[C:41]=4[F:47])[C@H:13]([C:14]([NH:48][CH2:49][CH2:50][C@H:51]([OH:54])[CH2:52][OH:53])=[O:39])[N:18]([C@H:17]([C:27]4[CH:28]=[CH:29][CH:30]=[CH:31][CH:32]=4)[C@@H:16]([OH:15])[C:33]4[CH:34]=[CH:35][CH:36]=[CH:37][CH:38]=4)[C:19]43[CH2:20][CH2:21][C:22]([CH3:26])([CH3:25])[CH2:23][CH2:24]4)[C:7](=[O:11])[NH:8]2)=[CH:4][CH:3]=1. The yield is 0.550. (6) The reactants are [Cl:1][C:2]1[C:7]([OH:8])=[CH:6][CH:5]=[C:4]([CH2:9][OH:10])[N:3]=1.C([O-])(O)=O.[Na+].[I:16]I.OS([O-])(=O)=O.[Na+]. The catalyst is O. The product is [Cl:1][C:2]1[C:7]([OH:8])=[C:6]([I:16])[CH:5]=[C:4]([CH2:9][OH:10])[N:3]=1. The yield is 0.620. (7) The reactants are CCCCCC.[C:7]([P:11]([C:16]([CH3:19])([CH3:18])[CH3:17])[CH2:12][CH:13]=[CH:14][CH3:15])([CH3:10])([CH3:9])[CH3:8].[F:20][B-:21]([F:24])([F:23])[F:22].[H+]. The catalyst is C1(C)C=CC=CC=1. The product is [F:20][B-:21]([F:24])([F:23])[F:22].[C:16]([PH+:11]([C:7]([CH3:8])([CH3:10])[CH3:9])[CH2:12][CH:13]=[CH:14][CH3:15])([CH3:17])([CH3:18])[CH3:19]. The yield is 0.950.